From a dataset of Reaction yield outcomes from USPTO patents with 853,638 reactions. Predict the reaction yield, written as a fraction of the theoretical maximum amount of product (1.0 means a 100% yield; for example, 0.34 means a 34% yield). (1) The reactants are C(O[C:6](=[O:19])[NH:7][C:8]1[S:9][C:10]2[CH:16]=[CH:15][CH:14]=[C:13]([O:17][CH3:18])[C:11]=2[N:12]=1)(C)(C)C.[CH2:20]([NH2:26])C1OC=CC=1.[O:27]1[CH2:32][CH2:31]O[CH2:29][CH2:28]1. No catalyst specified. The product is [O:27]1[CH:32]=[CH:31][CH:29]=[C:28]1[N:26]([CH3:20])[C:6]([NH:7][C:8]1[S:9][C:10]2[CH:16]=[CH:15][CH:14]=[C:13]([O:17][CH3:18])[C:11]=2[N:12]=1)=[O:19]. The yield is 0.920. (2) The reactants are Cl[C:2]([CH3:12])([CH3:11])[C:3]([CH2:5][C:6]([O:8][CH2:9][CH3:10])=[O:7])=O.[C:13]([NH2:16])(=[S:15])[CH3:14]. The catalyst is C(O)C. The product is [CH2:9]([O:8][C:6]([C:5]1[S:15][C:13]([CH3:14])=[N:16][C:3]=1[CH:2]([CH3:12])[CH3:11])=[O:7])[CH3:10]. The yield is 0.630. (3) The yield is 0.750. The catalyst is CCCCCC. The product is [Cl:1][C:2]1[CH:3]=[C:4]([CH2:10][NH:11][C:12]2[C:21]3[C:16](=[CH:17][CH:18]=[C:19]([C:22]#[N:23])[CH:20]=3)[N:15]=[CH:14][CH:13]=2)[CH:5]=[CH:6][C:7]=1[O:8][CH3:9]. The reactants are [Cl:1][C:2]1[CH:3]=[C:4]([CH2:10][NH:11][C:12]2[C:21]3[C:16](=[CH:17][CH:18]=[C:19]([C:22]#[N:23])[CH:20]=3)[N:15]=[CH:14][C:13]=2C(O)=O)[CH:5]=[CH:6][C:7]=1[O:8][CH3:9].C1(OC2C=CC=CC=2)C=CC=CC=1. (4) The reactants are Br[C:2]1[N:6]([CH2:7][CH2:8][C:9]2[CH:14]=[CH:13][CH:12]=[CH:11][C:10]=2[Cl:15])[CH:5]=[N:4][C:3]=1[C:16]1[CH:21]=[C:20]([C:22]#[N:23])[CH:19]=[CH:18][N:17]=1.[F:24][C:25]1[CH:30]=[CH:29][C:28](B(O)O)=[CH:27][CH:26]=1.C([O-])([O-])=O.[Na+].[Na+]. The catalyst is O1CCOCC1.C1C=CC(P(C2C=CC=CC=2)[C-]2C=CC=C2)=CC=1.C1C=CC(P(C2C=CC=CC=2)[C-]2C=CC=C2)=CC=1.Cl[Pd]Cl.[Fe+2]. The product is [Cl:15][C:10]1[CH:11]=[CH:12][CH:13]=[CH:14][C:9]=1[CH2:8][CH2:7][N:6]1[C:2]([C:28]2[CH:29]=[CH:30][C:25]([F:24])=[CH:26][CH:27]=2)=[C:3]([C:16]2[CH:21]=[C:20]([C:22]#[N:23])[CH:19]=[CH:18][N:17]=2)[N:4]=[CH:5]1. The yield is 0.480. (5) The reactants are [C:1]([C:4]1[S:5][CH:6]=[CH:7][CH:8]=1)(=O)C.[S:9]1[CH:13]=[CH:12][CH:11]=[C:10]1[C:14]([CH2:16][C:17]#[N:18])=[O:15].[CH2:19]([N:26]1CCC(=O)CC1)[C:20]1[CH:25]=[CH:24][CH:23]=[CH:22][CH:21]=1.N1CCOCC1.[S]. No catalyst specified. The product is [NH2:18][C:17]1[S:5][C:4]2[CH2:1][N:26]([CH2:19][C:20]3[CH:25]=[CH:24][CH:23]=[CH:22][CH:21]=3)[CH2:6][CH2:7][C:8]=2[C:16]=1[C:14]([C:10]1[S:9][CH:13]=[CH:12][CH:11]=1)=[O:15]. The yield is 0.780.